Predict the reaction yield, written as a fraction of the theoretical maximum amount of product (1.0 means a 100% yield; for example, 0.34 means a 34% yield). From a dataset of Reaction yield outcomes from USPTO patents with 853,638 reactions. (1) The reactants are [CH2:1]([N:3]([CH2:29][CH3:30])[CH2:4][CH2:5][NH:6][C:7](=[O:28])[C:8]1[CH:13]=[CH:12][C:11]([NH:14][C:15](=[O:25])[CH2:16][O:17]CC2C=CC=CC=2)=[CH:10][C:9]=1[O:26][CH3:27])[CH3:2]. The catalyst is CO.[Pd]. The product is [CH2:29]([N:3]([CH2:1][CH3:2])[CH2:4][CH2:5][NH:6][C:7](=[O:28])[C:8]1[CH:13]=[CH:12][C:11]([NH:14][C:15](=[O:25])[CH2:16][OH:17])=[CH:10][C:9]=1[O:26][CH3:27])[CH3:30]. The yield is 0.226. (2) The reactants are FC(F)(F)C(O)=O.[BH4-].[Na+].[Cl:10][C:11]1[CH:16]=[CH:15][C:14]([C:17]2[S:18][CH:19]=[C:20]([CH2:22][C:23]#[N:24])[N:21]=2)=[CH:13][CH:12]=1.O. The catalyst is O1CCCC1. The product is [Cl:10][C:11]1[CH:12]=[CH:13][C:14]([C:17]2[S:18][CH:19]=[C:20]([CH2:22][CH2:23][NH2:24])[N:21]=2)=[CH:15][CH:16]=1. The yield is 0.0400. (3) The reactants are C(O)C.Br[C:5]1[CH:6]=[C:7]([C:17]([NH:19][CH2:20][C:21]2[C:22](=[O:29])[NH:23][C:24]([CH3:28])=[CH:25][C:26]=2[CH3:27])=[O:18])[C:8]2[CH:9]=[CH:10][N:11]([CH:14]([CH3:16])[CH3:15])[C:12]=2[CH:13]=1. The product is [CH3:27][C:26]1[CH:25]=[C:24]([CH3:28])[NH:23][C:22](=[O:29])[C:21]=1[CH2:20][NH:19][C:17]([C:7]1[C:8]2[CH:9]=[CH:10][N:11]([CH:14]([CH3:16])[CH3:15])[C:12]=2[CH:13]=[CH:5][CH:6]=1)=[O:18]. The yield is 0.600. The catalyst is [Pd].O1CCCC1. (4) The reactants are [Cl:1][C:2]1[C:10]([O:11][CH2:12][CH2:13][CH2:14]Cl)=[CH:9][C:8]([C:16]2[N:17]([C:32]([O:34][C:35]([CH3:38])([CH3:37])[CH3:36])=[O:33])[C:18]3[C:23]([CH:24]=2)=[CH:22][C:21]([CH2:25][N:26]2[CH2:31][CH2:30][CH2:29][CH2:28][CH2:27]2)=[CH:20][CH:19]=3)=[C:7]2[C:3]=1[CH2:4][NH:5][C:6]2=[O:39].[NH:40]1[CH2:45][CH2:44][CH:43]([CH2:46][OH:47])[CH2:42][CH2:41]1.O. The catalyst is CN(C)C(=O)C. The yield is 0.790. The product is [Cl:1][C:2]1[C:10]([O:11][CH2:12][CH2:13][CH2:14][N:40]2[CH2:45][CH2:44][CH:43]([CH2:46][OH:47])[CH2:42][CH2:41]2)=[CH:9][C:8]([C:16]2[N:17]([C:32]([O:34][C:35]([CH3:38])([CH3:37])[CH3:36])=[O:33])[C:18]3[C:23]([CH:24]=2)=[CH:22][C:21]([CH2:25][N:26]2[CH2:27][CH2:28][CH2:29][CH2:30][CH2:31]2)=[CH:20][CH:19]=3)=[C:7]2[C:3]=1[CH2:4][NH:5][C:6]2=[O:39].